This data is from Reaction yield outcomes from USPTO patents with 853,638 reactions. The task is: Predict the reaction yield, written as a fraction of the theoretical maximum amount of product (1.0 means a 100% yield; for example, 0.34 means a 34% yield). (1) The reactants are [CH3:1][O:2][C:3](=[O:6])[CH2:4]Br.[OH:7][C:8]1[CH:17]=[C:16]2[C:11]([N:12]=[CH:13][C:14]([O:18][CH2:19][CH2:20][N:21]3[CH2:26][CH2:25][CH:24]([NH:27][C:28]([C:30]4[CH:31]=[CH:32][C:33]5[S:38][CH2:37][C:36](=[O:39])[NH:35][C:34]=5[CH:40]=4)=[O:29])[CH2:23][CH2:22]3)=[N:15]2)=[CH:10][CH:9]=1.C(=O)([O-])[O-].[K+].[K+]. The catalyst is CN(C)C=O. The product is [CH3:1][O:2][C:3](=[O:6])[CH2:4][O:7][C:8]1[CH:17]=[C:16]2[C:11](=[CH:10][CH:9]=1)[N:12]=[CH:13][C:14]([O:18][CH2:19][CH2:20][N:21]1[CH2:22][CH2:23][CH:24]([NH:27][C:28]([C:30]3[CH:31]=[CH:32][C:33]4[S:38][CH2:37][C:36](=[O:39])[NH:35][C:34]=4[CH:40]=3)=[O:29])[CH2:25][CH2:26]1)=[N:15]2. The yield is 0.0600. (2) The reactants are [Br:1][C:2]1[CH:7]=[CH:6][C:5]([S:8](Cl)(=[O:10])=[O:9])=[C:4]([O:12][C:13]([F:16])([F:15])[F:14])[CH:3]=1.[CH:17]1([NH2:20])[CH2:19][CH2:18]1. The product is [Br:1][C:2]1[CH:7]=[CH:6][C:5]([S:8]([NH:20][CH:17]2[CH2:19][CH2:18]2)(=[O:10])=[O:9])=[C:4]([O:12][C:13]([F:16])([F:15])[F:14])[CH:3]=1. The yield is 0.680. The catalyst is ClCCl.